From a dataset of Reaction yield outcomes from USPTO patents with 853,638 reactions. Predict the reaction yield, written as a fraction of the theoretical maximum amount of product (1.0 means a 100% yield; for example, 0.34 means a 34% yield). (1) The reactants are [CH3:1][O:2][CH2:3][CH2:4][O:5][C:6]1[CH:11]=[CH:10][C:9]([N+:12]([O-])=O)=[CH:8][N:7]=1. The catalyst is C(O)C.[Pd]. The product is [CH3:1][O:2][CH2:3][CH2:4][O:5][C:6]1[N:7]=[CH:8][C:9]([NH2:12])=[CH:10][CH:11]=1. The yield is 0.980. (2) The reactants are Cl[C:2]1[N:7]=[C:6]([C:8]2[S:12][C:11]([N:13]([CH3:15])[CH3:14])=[N:10][C:9]=2[C:16]2[CH:17]=[C:18]([NH:22][S:23]([C:26]3[C:31]([F:32])=[CH:30][CH:29]=[CH:28][C:27]=3[F:33])(=[O:25])=[O:24])[CH:19]=[CH:20][CH:21]=2)[CH:5]=[CH:4][N:3]=1. The catalyst is C(N)C(C)C. The product is [CH3:14][N:13]([CH3:15])[C:11]1[S:12][C:8]([C:6]2[CH:5]=[CH:4][N:3]=[C:2]([NH:10][CH2:9][CH:16]([CH3:17])[CH3:21])[N:7]=2)=[C:9]([C:16]2[CH:17]=[C:18]([NH:22][S:23]([C:26]3[C:31]([F:32])=[CH:30][CH:29]=[CH:28][C:27]=3[F:33])(=[O:25])=[O:24])[CH:19]=[CH:20][CH:21]=2)[N:10]=1. The yield is 0.336. (3) The reactants are [NH:1]1[CH2:6][CH2:5][O:4][CH2:3][CH2:2]1.C(=O)([O-])[O-].[Na+].[Na+].Cl[C:14]1[N:19]=[C:18]([O:20][C:21]2[CH:49]=[CH:48][CH:47]=[CH:46][C:22]=2[CH2:23][NH:24][C:25]([NH:27][C:28]2[N:32]([C:33]3[CH:38]=[CH:37][C:36]([CH:39]([CH3:41])[CH3:40])=[CH:35][CH:34]=3)[N:31]=[C:30]([C:42]([CH3:45])([CH3:44])[CH3:43])[CH:29]=2)=[O:26])[CH:17]=[CH:16][N:15]=1. The catalyst is C(O)C. The product is [O:4]1[CH2:5][CH2:6][N:1]([C:14]2[N:19]=[C:18]([O:20][C:21]3[CH:49]=[CH:48][CH:47]=[CH:46][C:22]=3[CH2:23][NH:24][C:25]([NH:27][C:28]3[N:32]([C:33]4[CH:38]=[CH:37][C:36]([CH:39]([CH3:41])[CH3:40])=[CH:35][CH:34]=4)[N:31]=[C:30]([C:42]([CH3:43])([CH3:45])[CH3:44])[CH:29]=3)=[O:26])[CH:17]=[CH:16][N:15]=2)[CH2:2][CH2:3]1. The yield is 0.990. (4) The reactants are [CH3:1][C:2]1[O:6][N:5]=[C:4]([C:7]2[CH:12]=[CH:11][CH:10]=[CH:9][CH:8]=2)[C:3]=1[C:13]([NH:15][NH2:16])=[O:14].[CH3:17][O:18][C:19]1[CH:27]=[C:26]([CH3:28])[CH:25]=[CH:24][C:20]=1[C:21](O)=O. No catalyst specified. The product is [CH3:17][O:18][C:19]1[CH:27]=[C:26]([CH3:28])[CH:25]=[CH:24][C:20]=1[C:21]1[O:14][C:13]([C:3]2[C:4]([C:7]3[CH:12]=[CH:11][CH:10]=[CH:9][CH:8]=3)=[N:5][O:6][C:2]=2[CH3:1])=[N:15][N:16]=1. The yield is 0.480. (5) The reactants are Br[CH2:2][C:3]([C:5]1[CH:14]=[CH:13][CH:12]=[C:11]2[C:6]=1[N:7]=[C:8]([NH:16][CH2:17][C:18]([F:21])([F:20])[F:19])[C:9]([CH3:15])=[N:10]2)=[O:4].[C:22]([O:26][C:27]([NH:29][C@H:30]([CH3:39])[C:31](=[O:38])[CH2:32][C:33]([O:35][CH2:36][CH3:37])=[O:34])=[O:28])([CH3:25])([CH3:24])[CH3:23].C([O-])([O-])=O.[K+].[K+]. The catalyst is CN(C=O)C. The product is [C:22]([O:26][C:27]([NH:29][CH:30]([CH3:39])[C:31](=[O:38])[CH:32]([CH2:2][C:3]([C:5]1[CH:14]=[CH:13][CH:12]=[C:11]2[C:6]=1[N:7]=[C:8]([NH:16][CH2:17][C:18]([F:21])([F:20])[F:19])[C:9]([CH3:15])=[N:10]2)=[O:4])[C:33]([O:35][CH2:36][CH3:37])=[O:34])=[O:28])([CH3:24])([CH3:25])[CH3:23]. The yield is 0.640. (6) The reactants are [C:1]([O:5][C:6](=[O:45])[C:7]([CH3:44])([O:9][C:10]1[CH:43]=[CH:42][C:13]([CH2:14][N:15]2[C:19](=[O:20])[C:18]3([CH2:25][CH2:24][N:23](C(OCC4C=CC=CC=4)=O)[CH2:22][CH2:21]3)[N:17]([C:36]3[CH:41]=[CH:40][CH:39]=[CH:38][CH:37]=3)[CH2:16]2)=[CH:12][CH:11]=1)[CH3:8])([CH3:4])([CH3:3])[CH3:2]. The catalyst is [Pd].C(OCC)(=O)C.CO. The product is [CH3:44][C:7]([O:9][C:10]1[CH:11]=[CH:12][C:13]([CH2:14][N:15]2[C:19](=[O:20])[C:18]3([CH2:25][CH2:24][NH:23][CH2:22][CH2:21]3)[N:17]([C:36]3[CH:37]=[CH:38][CH:39]=[CH:40][CH:41]=3)[CH2:16]2)=[CH:42][CH:43]=1)([CH3:8])[C:6]([O:5][C:1]([CH3:2])([CH3:3])[CH3:4])=[O:45]. The yield is 0.930. (7) The reactants are [CH2:1]=[O:2].[CH2:3](N(CC)CC)C.[CH:10](=[O:14])[CH2:11][CH2:12][CH3:13].[OH2:15]. No catalyst specified. The product is [CH2:1]([C:11]([CH2:10][OH:14])([CH2:3][OH:15])[CH2:12][CH3:13])[OH:2]. The yield is 0.763.